Predict which catalyst facilitates the given reaction. From a dataset of Catalyst prediction with 721,799 reactions and 888 catalyst types from USPTO. (1) Reactant: [Cl:1][C:2]1[CH:3]=[C:4]2[C:8](=[C:9]([C:11]([O:13]C)=[O:12])[CH:10]=1)[N:7]([CH2:15][CH2:16][NH:17][C@H:18]1[CH:23]3[CH2:24][CH2:25][N:20]([CH2:21][CH2:22]3)[CH2:19]1)[N:6]=[CH:5]2.O.[OH-].[Li+:28]. Product: [Cl:1][C:2]1[CH:3]=[C:4]2[C:8](=[C:9]([C:11]([O-:13])=[O:12])[CH:10]=1)[N:7]([CH2:15][CH2:16][NH:17][C@H:18]1[CH:23]3[CH2:24][CH2:25][N:20]([CH2:21][CH2:22]3)[CH2:19]1)[N:6]=[CH:5]2.[Li+:28]. The catalyst class is: 30. (2) Reactant: [C:1]([O:5][C:6]([N:8]1[CH2:13][CH2:12][N:11]([C:14]2[CH:19]=[CH:18][C:17]([N+:20]([O-])=O)=[C:16]([CH3:23])[N:15]=2)[CH2:10][C@@H:9]1[CH3:24])=[O:7])([CH3:4])([CH3:3])[CH3:2].C(OCC)(=O)C. Product: [C:1]([O:5][C:6]([N:8]1[CH2:13][CH2:12][N:11]([C:14]2[CH:19]=[CH:18][C:17]([NH2:20])=[C:16]([CH3:23])[N:15]=2)[CH2:10][C@@H:9]1[CH3:24])=[O:7])([CH3:4])([CH3:3])[CH3:2]. The catalyst class is: 5. (3) Reactant: [O:1]1[CH2:6][CH2:5][NH:4][C:3]2[CH:7]=[CH:8][CH:9]=[CH:10][C:2]1=2.[Cl:11][C:12]1[CH:13]=[CH:14][C:15](F)=[C:16]([CH:19]=1)[C:17]#[N:18].C(=O)([O-])[O-].[Cs+].[Cs+]. Product: [O:1]1[CH2:6][CH2:5][N:4]([C:15]2[CH:14]=[CH:13][C:12]([Cl:11])=[CH:19][C:16]=2[C:17]#[N:18])[C:3]2[CH:7]=[CH:8][CH:9]=[CH:10][C:2]1=2. The catalyst class is: 3. (4) Reactant: C(O[C:6](=O)[N:7](C)[C:8]1[C:9]([O:15][C:16]2[CH:21]=[CH:20][CH:19]=[CH:18][C:17]=2[CH3:22])=[N:10][C:11]([CH3:14])=[N:12][CH:13]=1)(C)(C)C.[OH-].[Na+]. Product: [CH3:6][NH:7][C:8]1[C:9]([O:15][C:16]2[CH:21]=[CH:20][CH:19]=[CH:18][C:17]=2[CH3:22])=[N:10][C:11]([CH3:14])=[N:12][CH:13]=1. The catalyst class is: 2.